Dataset: Forward reaction prediction with 1.9M reactions from USPTO patents (1976-2016). Task: Predict the product of the given reaction. (1) Given the reactants [Cl:1][C:2]1[N:6]([C@@H:7]2[O:19][C@H:18]([CH2:20][O:21]C(=O)C)[C@@H:13]([O:14]C(=O)C)[C@H:8]2[O:9]C(=O)C)[C:5]2[CH:25]=[CH:26][CH:27]=[CH:28][C:4]=2[N:3]=1.C[O-].[Na+].CO, predict the reaction product. The product is: [Cl:1][C:2]1[N:6]([C@@H:7]2[O:19][C@H:18]([CH2:20][OH:21])[C@@H:13]([OH:14])[C@H:8]2[OH:9])[C:5]2[CH:25]=[CH:26][CH:27]=[CH:28][C:4]=2[N:3]=1. (2) Given the reactants [Cl:1][C:2]1[CH:16]=[CH:15][C:5]([CH2:6][O:7][C:8]2[CH:13]=[CH:12][NH:11][C:10](=[O:14])[CH:9]=2)=[CH:4][CH:3]=1.[CH:17]1([C:20]2[N:21]=[C:22]3[CH:27]=[CH:26][C:25](I)=[CH:24][N:23]3[C:29]=2[CH3:30])[CH2:19][CH2:18]1.CNCCNC.C(=O)([O-])[O-].[K+].[K+].N, predict the reaction product. The product is: [Cl:1][C:2]1[CH:16]=[CH:15][C:5]([CH2:6][O:7][C:8]2[CH:13]=[CH:12][N:11]([C:25]3[CH:26]=[CH:27][C:22]4[N:23]([C:29]([CH3:30])=[C:20]([CH:17]5[CH2:19][CH2:18]5)[N:21]=4)[CH:24]=3)[C:10](=[O:14])[CH:9]=2)=[CH:4][CH:3]=1.